From a dataset of Forward reaction prediction with 1.9M reactions from USPTO patents (1976-2016). Predict the product of the given reaction. (1) Given the reactants [CH:1]1([N:5]2[CH2:11][CH2:10][C:9]3[CH:12]=[CH:13][C:14]([NH2:16])=[CH:15][C:8]=3[CH2:7][CH2:6]2)[CH2:4][CH2:3][CH2:2]1.[Cl:17][C:18]1[N:23]=[CH:22][C:21]([C:24](Cl)=[O:25])=[CH:20][CH:19]=1.N1CCOCC1, predict the reaction product. The product is: [Cl:17][C:18]1[N:23]=[CH:22][C:21]([C:24]([NH:16][C:14]2[CH:13]=[CH:12][C:9]3[CH2:10][CH2:11][N:5]([CH:1]4[CH2:4][CH2:3][CH2:2]4)[CH2:6][CH2:7][C:8]=3[CH:15]=2)=[O:25])=[CH:20][CH:19]=1. (2) Given the reactants [C:1]([NH:8][C:9]1[CH:14]=[CH:13][CH:12]=[CH:11][CH:10]=1)([O:3][C:4]([CH3:7])([CH3:6])C)=[O:2].C([Li])(C)(C)C.CCCCC.[C:25]([N:32]1[CH2:37]CC(=O)C[CH2:33]1)([O:27][C:28]([CH3:31])([CH3:30])[CH3:29])=[O:26], predict the reaction product. The product is: [O:2]=[C:1]1[NH:8][C:9]2[CH:10]=[CH:11][CH:12]=[CH:13][C:14]=2[C:4]2([CH2:6][CH2:37][N:32]([C:25]([O:27][C:28]([CH3:31])([CH3:30])[CH3:29])=[O:26])[CH2:33][CH2:7]2)[O:3]1. (3) Given the reactants C[O:2][C:3]([C:5]1[C:13]2[N:12]=[C:11]([C:14](=[O:29])[NH:15][C:16]3[CH:21]=[CH:20][C:19]([N:22]4[CH2:27][CH2:26][O:25][CH2:24][C:23]4=[O:28])=[CH:18][CH:17]=3)[N:10]([CH2:30][C:31](=[O:40])[NH:32][C:33]3[CH:38]=[CH:37][C:36]([Cl:39])=[CH:35][N:34]=3)[C:9]=2[CH:8]=[CH:7][CH:6]=1)=[O:4].B(Br)(Br)Br, predict the reaction product. The product is: [Cl:39][C:36]1[CH:37]=[CH:38][C:33]([NH:32][C:31]([CH2:30][N:10]2[C:9]3[CH:8]=[CH:7][CH:6]=[C:5]([C:3]([OH:4])=[O:2])[C:13]=3[N:12]=[C:11]2[C:14](=[O:29])[NH:15][C:16]2[CH:21]=[CH:20][C:19]([N:22]3[CH2:27][CH2:26][O:25][CH2:24][C:23]3=[O:28])=[CH:18][CH:17]=2)=[O:40])=[N:34][CH:35]=1. (4) Given the reactants [CH3:1][N:2]1[C:6]([CH2:7]O)=[CH:5][C:4]([N+:9]([O-:11])=[O:10])=[N:3]1.P(Br)(Br)[Br:13], predict the reaction product. The product is: [Br:13][CH2:7][C:6]1[N:2]([CH3:1])[N:3]=[C:4]([N+:9]([O-:11])=[O:10])[CH:5]=1. (5) Given the reactants [H-].[Na+].C[O:4][C:5]([C:7]1[N:8]=[C:9](Br)[S:10][C:11]=1[C:12]1[CH:13]=[C:14]([CH3:18])[CH:15]=[CH:16][CH:17]=1)=[O:6].O.[OH-].[Na+].C1C[O:26][CH2:25]C1, predict the reaction product. The product is: [CH3:25][O:26][C:9]1[S:10][C:11]([C:12]2[CH:13]=[C:14]([CH3:18])[CH:15]=[CH:16][CH:17]=2)=[C:7]([C:5]([OH:4])=[O:6])[N:8]=1. (6) Given the reactants C1(P(C2C=CC=CC=2)C2C=CC3C(=CC=CC=3)C=2C2C3C(=CC=CC=3)C=CC=2P(C2C=CC=CC=2)C2C=CC=CC=2)C=CC=CC=1.Br[C:48]1[CH:49]=[N:50][C:51]2[C:56]([CH:57]=1)=[CH:55][CH:54]=[CH:53][CH:52]=2.[NH2:58][C:59]1[C:60]2[CH2:67][N:66]([C:68]([O:70][C:71]([CH3:74])([CH3:73])[CH3:72])=[O:69])[CH2:65][C:61]=2[N:62]=[CH:63][N:64]=1.C([O-])([O-])=O.[Cs+].[Cs+], predict the reaction product. The product is: [N:50]1[C:51]2[C:56](=[CH:55][CH:54]=[CH:53][CH:52]=2)[CH:57]=[C:48]([NH:58][C:59]2[C:60]3[CH2:67][N:66]([C:68]([O:70][C:71]([CH3:74])([CH3:73])[CH3:72])=[O:69])[CH2:65][C:61]=3[N:62]=[CH:63][N:64]=2)[CH:49]=1. (7) The product is: [O:21]1[CH:25]=[CH:24][CH:23]=[C:22]1[C:2]1[CH:20]=[N:19][C:5]2[N:6]=[C:7]([N:13]3[CH2:16][CH:15]([NH:17][CH3:18])[CH2:14]3)[C:8]3[N:9]([CH:10]=[N:11][N:12]=3)[C:4]=2[CH:3]=1. Given the reactants Br[C:2]1[CH:20]=[N:19][C:5]2[N:6]=[C:7]([N:13]3[CH2:16][CH:15]([NH:17][CH3:18])[CH2:14]3)[C:8]3[N:9]([CH:10]=[N:11][N:12]=3)[C:4]=2[CH:3]=1.[O:21]1[CH:25]=[CH:24][CH:23]=[C:22]1B(O)O.C([O-])([O-])=O.[Cs+].[Cs+].O, predict the reaction product. (8) The product is: [CH2:1]([N:8]1[C@@H:13]2[C@@H:14]([C:16]3[NH:34][N:33]=[N:32][N:17]=3)[CH2:15][C@@:9]1([C:26]1[CH:27]=[CH:28][CH:29]=[CH:30][CH:31]=1)[C@H:10]([O:18][Si:19]([C:22]([CH3:24])([CH3:25])[CH3:23])([CH3:21])[CH3:20])[CH2:11][CH2:12]2)[C:2]1[CH:3]=[CH:4][CH:5]=[CH:6][CH:7]=1. Given the reactants [CH2:1]([N:8]1[C@@H:13]2[C@@H:14]([C:16]#[N:17])[CH2:15][C@@:9]1([C:26]1[CH:31]=[CH:30][CH:29]=[CH:28][CH:27]=1)[C@H:10]([O:18][Si:19]([C:22]([CH3:25])([CH3:24])[CH3:23])([CH3:21])[CH3:20])[CH2:11][CH2:12]2)[C:2]1[CH:7]=[CH:6][CH:5]=[CH:4][CH:3]=1.[N-:32]=[N+:33]=[N-:34].[Na+].Cl.C(N(CC)CC)C.CN(C)C=O, predict the reaction product. (9) Given the reactants [CH3:1][O:2][C:3]1[CH:8]=[CH:7][C:6]([NH2:9])=[CH:5][CH:4]=1.[CH2:10]([N:14]=[C:15]=[S:16])[C:11](=[CH2:13])[CH3:12], predict the reaction product. The product is: [CH3:1][O:2][C:3]1[CH:8]=[CH:7][C:6]([NH:9][C:15]([NH:14][CH2:10][C:11]([CH3:13])=[CH2:12])=[S:16])=[CH:5][CH:4]=1.